From a dataset of Catalyst prediction with 721,799 reactions and 888 catalyst types from USPTO. Predict which catalyst facilitates the given reaction. (1) Reactant: [C:1]([N:8]1[CH2:13][CH2:12][C:11]([CH2:20][N:21]=[N+]=[N-])([CH:14]2[CH2:19][CH2:18][CH2:17][CH2:16][CH2:15]2)[CH2:10][CH2:9]1)([O:3][C:4]([CH3:7])([CH3:6])[CH3:5])=[O:2].C1COCC1.C1(P(C2C=CC=CC=2)C2C=CC=CC=2)C=CC=CC=1. Product: [C:1]([N:8]1[CH2:9][CH2:10][C:11]([CH:14]2[CH2:19][CH2:18][CH2:17][CH2:16][CH2:15]2)([CH2:20][NH2:21])[CH2:12][CH2:13]1)([O:3][C:4]([CH3:6])([CH3:7])[CH3:5])=[O:2]. The catalyst class is: 84. (2) Reactant: [CH2:1]([O:7][C:8]1[CH:15]=[CH:14][C:11]([CH:12]=O)=[CH:10][CH:9]=1)[CH2:2][CH2:3][CH2:4][CH2:5][CH3:6].[CH3:16][CH2:17][O:18][C:19](/[CH:21]=[CH:22]/[CH2:23]P(OCC)(OCC)=O)=[O:20].[OH-].[Li+]. Product: [CH2:17]([O:18][C:19](=[O:20])/[CH:21]=[CH:22]/[CH:23]=[CH:12]/[C:11]1[CH:14]=[CH:15][C:8]([O:7][CH2:1][CH2:2][CH2:3][CH2:4][CH2:5][CH3:6])=[CH:9][CH:10]=1)[CH3:16]. The catalyst class is: 7.